Dataset: Peptide-MHC class II binding affinity with 134,281 pairs from IEDB. Task: Regression. Given a peptide amino acid sequence and an MHC pseudo amino acid sequence, predict their binding affinity value. This is MHC class II binding data. (1) The peptide sequence is PEDPEDSALLED. The MHC is HLA-DQA10501-DQB10201 with pseudo-sequence HLA-DQA10501-DQB10201. The binding affinity (normalized) is 0.173. (2) The peptide sequence is YQSYGPSGQYTHEFD. The MHC is HLA-DQA10101-DQB10501 with pseudo-sequence HLA-DQA10101-DQB10501. The binding affinity (normalized) is 0.191. (3) The peptide sequence is VSDPSKLNNQFGSMP. The MHC is DRB1_0901 with pseudo-sequence DRB1_0901. The binding affinity (normalized) is 0.214. (4) The peptide sequence is PNWVRKVFIDTIPNI. The MHC is DRB3_0202 with pseudo-sequence DRB3_0202. The binding affinity (normalized) is 0.207. (5) The peptide sequence is TAYEGQRVVFIQPSPV. The MHC is DRB1_1501 with pseudo-sequence DRB1_1501. The binding affinity (normalized) is 0.284.